Dataset: Full USPTO retrosynthesis dataset with 1.9M reactions from patents (1976-2016). Task: Predict the reactants needed to synthesize the given product. (1) Given the product [CH2:7]([O:9][CH:10]([N:12]1[C:16]2[S:17][C:18]([C:20]([OH:22])=[O:21])=[CH:19][C:15]=2[C:14]([NH:25][C:26]([C:28]2[S:29][CH:30]=[CH:31][CH:32]=2)=[O:27])=[N:13]1)[CH3:11])[CH3:8], predict the reactants needed to synthesize it. The reactants are: C(O)C.O.[OH-].[K+].[CH2:7]([O:9][CH:10]([N:12]1[C:16]2[S:17][C:18]([C:20]([O:22]CC)=[O:21])=[CH:19][C:15]=2[C:14]([NH:25][C:26]([C:28]2[S:29][CH:30]=[CH:31][CH:32]=2)=[O:27])=[N:13]1)[CH3:11])[CH3:8]. (2) Given the product [CH:29]([C:12]1[C:13]2[C:14](=[N:15][CH:16]=[CH:17][C:18]=2[C:19]2[CH:20]=[N:21][C:22]3[C:27]([CH:28]=2)=[CH:26][CH:25]=[CH:24][CH:23]=3)[N:10]([C:7]2[CH:8]=[CH:9][C:4]([C:1]([NH2:2])=[O:3])=[C:5]([NH:32][CH:33]3[CH2:34][CH2:35][NH:36][CH2:37][CH2:38]3)[CH:6]=2)[N:11]=1)([CH3:31])[CH3:30], predict the reactants needed to synthesize it. The reactants are: [C:1]([C:4]1[CH:9]=[CH:8][C:7]([N:10]2[C:14]3=[N:15][CH:16]=[CH:17][C:18]([C:19]4[CH:20]=[N:21][C:22]5[C:27]([CH:28]=4)=[CH:26][CH:25]=[CH:24][CH:23]=5)=[C:13]3[C:12]([CH:29]([CH3:31])[CH3:30])=[N:11]2)=[CH:6][C:5]=1[NH:32][CH:33]1[CH2:38][CH2:37][N:36](C(OC(C)(C)C)=O)[CH2:35][CH2:34]1)(=[O:3])[NH2:2].C(Cl)(Cl)Cl.O.C(=O)(O)[O-].[Na+].